This data is from Reaction yield outcomes from USPTO patents with 853,638 reactions. The task is: Predict the reaction yield, written as a fraction of the theoretical maximum amount of product (1.0 means a 100% yield; for example, 0.34 means a 34% yield). (1) The reactants are [Cl-].[Al+3].[Cl-].[Cl-].[H-].[Al+3].[Li+].[H-].[H-].[H-].Cl.[Cl:12][C:13]1[CH:14]=[CH:15][C:16]2[O:22][C:21]3[CH:23]=[CH:24][CH:25]=[CH:26][C:20]=3[C@@H:19]([CH2:27][NH:28][CH3:29])[C@H:18]([C:30](O)=O)[C:17]=2[CH:33]=1.Cl. The catalyst is C1COCC1. The product is [Cl:12][C:13]1[CH:14]=[CH:15][C:16]2[O:22][C:21]3[CH:23]=[CH:24][CH:25]=[CH:26][C:20]=3[C@H:19]3[CH2:27][N:28]([CH3:29])[CH2:30][C@@H:18]3[C:17]=2[CH:33]=1. The yield is 1.00. (2) The yield is 0.176. The catalyst is C1COCC1. The reactants are [N+:1]([C:4]1[N:9]=[CH:8][C:7]([OH:10])=[CH:6][CH:5]=1)([O-:3])=[O:2].C1C=CC(P(C2C=CC=CC=2)C2C=CC=CC=2)=CC=1.[CH2:30]([N:32]([CH2:36][CH3:37])[CH2:33][CH2:34]O)[CH3:31].CC(OC(/N=N/C(OC(C)C)=O)=O)C. The product is [CH2:30]([N:32]([CH2:36][CH3:37])[CH2:33][CH2:34][O:10][C:7]1[CH:8]=[N:9][C:4]([N+:1]([O-:3])=[O:2])=[CH:5][CH:6]=1)[CH3:31].